From a dataset of Full USPTO retrosynthesis dataset with 1.9M reactions from patents (1976-2016). Predict the reactants needed to synthesize the given product. (1) Given the product [Cl:13][C:10]1[CH:11]=[N:12][C:2]([CH3:14])=[C:3]([CH:9]=1)[C:4]([O:6][CH2:7][CH3:8])=[O:5], predict the reactants needed to synthesize it. The reactants are: Cl[C:2]1[N:12]=[CH:11][C:10]([Cl:13])=[CH:9][C:3]=1[C:4]([O:6][CH2:7][CH3:8])=[O:5].[CH3:14]B1OB(C)OB(C)O1.C(=O)([O-])[O-].[K+].[K+].O. (2) Given the product [F:1][C:2]1[CH:7]=[C:6]([I:8])[CH:5]=[CH:4][C:3]=1[NH:9][C:10]1[CH:18]=[N:17][CH:16]=[CH:15][C:11]=1[C:12]([NH:24][CH2:23][C:22]1[CH:25]=[CH:26][CH:27]=[C:20]([OH:19])[CH:21]=1)=[O:14], predict the reactants needed to synthesize it. The reactants are: [F:1][C:2]1[CH:7]=[C:6]([I:8])[CH:5]=[CH:4][C:3]=1[NH:9][C:10]1[CH:18]=[N:17][CH:16]=[CH:15][C:11]=1[C:12]([OH:14])=O.[OH:19][C:20]1[CH:21]=[C:22]([CH:25]=[CH:26][CH:27]=1)[CH2:23][NH2:24]. (3) Given the product [CH2:21]([O:20][C:18](=[O:19])[C:16]1[CH:17]=[C:12]([C:10]#[N:11])[C:13]([N:25]2[CH2:28][CH:27]([C:29](=[O:31])[NH:65][S:62]([C:56]3[CH:61]=[CH:60][CH:59]=[CH:58][CH:57]=3)(=[O:64])=[O:63])[CH2:26]2)=[N:14][C:15]=1[O:23][CH3:24])[CH3:22], predict the reactants needed to synthesize it. The reactants are: CCN(C(C)C)C(C)C.[C:10]([C:12]1[C:13]([N:25]2[CH2:28][CH:27]([C:29]([OH:31])=O)[CH2:26]2)=[N:14][C:15]([O:23][CH3:24])=[C:16]([C:18]([O:20][CH2:21][CH3:22])=[O:19])[CH:17]=1)#[N:11].C1CN([P+](Br)(N2CCCC2)N2CCCC2)CC1.F[P-](F)(F)(F)(F)F.[C:56]1([S:62]([NH2:65])(=[O:64])=[O:63])[CH:61]=[CH:60][CH:59]=[CH:58][CH:57]=1. (4) Given the product [CH3:20][C:21]1[CH:26]=[C:25]([CH3:27])[CH:24]=[CH:23][C:22]=1[N:28]1[CH2:29][CH2:30][N:31]([C:14]([C:13]2[CH:17]=[CH:18][C:10]([C:7]3([N:3]4[CH2:4][CH2:5][CH2:6][S:2]4(=[O:1])=[O:19])[CH2:8][CH2:9]3)=[CH:11][CH:12]=2)=[O:16])[CH2:32][CH2:33]1, predict the reactants needed to synthesize it. The reactants are: [O:1]=[S:2]1(=[O:19])[CH2:6][CH2:5][CH2:4][N:3]1[C:7]1([C:10]2[CH:18]=[CH:17][C:13]([C:14]([OH:16])=O)=[CH:12][CH:11]=2)[CH2:9][CH2:8]1.[CH3:20][C:21]1[CH:26]=[C:25]([CH3:27])[CH:24]=[CH:23][C:22]=1[N:28]1[CH2:33][CH2:32][NH:31][CH2:30][CH2:29]1.